This data is from Peptide-MHC class I binding affinity with 185,985 pairs from IEDB/IMGT. The task is: Regression. Given a peptide amino acid sequence and an MHC pseudo amino acid sequence, predict their binding affinity value. This is MHC class I binding data. (1) The peptide sequence is SYDSCARLT. The MHC is H-2-Kd with pseudo-sequence H-2-Kd. The binding affinity (normalized) is 0.543. (2) The peptide sequence is FVANFSMEL. The MHC is HLA-C03:03 with pseudo-sequence HLA-C03:03. The binding affinity (normalized) is 0.898. (3) The peptide sequence is MYPFIFFIV. The MHC is HLA-B40:01 with pseudo-sequence HLA-B40:01. The binding affinity (normalized) is 0.213. (4) The peptide sequence is WMYEGKHVL. The MHC is HLA-E01:01 with pseudo-sequence HLA-E01:03. The binding affinity (normalized) is 0.0847. (5) The peptide sequence is AAGLPAIFV. The MHC is HLA-A31:01 with pseudo-sequence HLA-A31:01. The binding affinity (normalized) is 0.0847.